This data is from TCR-epitope binding with 47,182 pairs between 192 epitopes and 23,139 TCRs. The task is: Binary Classification. Given a T-cell receptor sequence (or CDR3 region) and an epitope sequence, predict whether binding occurs between them. (1) Result: 1 (the TCR binds to the epitope). The epitope is VTEHDTLLY. The TCR CDR3 sequence is CASSQGPGQGANYGYTF. (2) The epitope is FLYALALLL. The TCR CDR3 sequence is CASTLRGANVLTF. Result: 0 (the TCR does not bind to the epitope). (3) The epitope is SEVGPEHSLAEY. The TCR CDR3 sequence is CASSQESDEQYF. Result: 1 (the TCR binds to the epitope).